From a dataset of Reaction yield outcomes from USPTO patents with 853,638 reactions. Predict the reaction yield, written as a fraction of the theoretical maximum amount of product (1.0 means a 100% yield; for example, 0.34 means a 34% yield). (1) The reactants are [O:1]1[C:5]2[CH:6]=[CH:7][C:8]([C:10]([OH:12])=O)=[CH:9][C:4]=2[O:3][CH2:2]1.[NH2:13][CH2:14][CH2:15][CH2:16][CH2:17][OH:18]. No catalyst specified. The product is [OH:18][CH2:17][CH2:16][CH2:15][CH2:14][NH:13][C:10]([C:8]1[CH:7]=[CH:6][C:5]2[O:1][CH2:2][O:3][C:4]=2[CH:9]=1)=[O:12]. The yield is 0.750. (2) The reactants are Br[C:2]1[C:11]([CH2:12][O:13][C:14]2[CH:19]=[C:18]([F:20])[CH:17]=[CH:16][C:15]=2[CH3:21])=[C:10]2[C:5]([NH:6][C:7]([CH3:25])([CH3:24])[C:8](=[O:23])[N:9]2[CH3:22])=[CH:4][CH:3]=1.[B:26]1([B:26]2[O:30][C:29]([CH3:32])([CH3:31])[C:28]([CH3:34])([CH3:33])[O:27]2)[O:30][C:29]([CH3:32])([CH3:31])[C:28]([CH3:34])([CH3:33])[O:27]1.C([O-])(=O)C.[K+].C(OCC)(=O)C. The catalyst is O1CCOCC1.C1(P(C2C=CC=CC=2)[C-]2C=CC=C2)C=CC=CC=1.[C-]1(P(C2C=CC=CC=2)C2C=CC=CC=2)C=CC=C1.[Fe+2].O. The product is [F:20][C:18]1[CH:17]=[CH:16][C:15]([CH3:21])=[C:14]([CH:19]=1)[O:13][CH2:12][C:11]1[C:2]([B:26]2[O:30][C:29]([CH3:32])([CH3:31])[C:28]([CH3:34])([CH3:33])[O:27]2)=[CH:3][CH:4]=[C:5]2[C:10]=1[N:9]([CH3:22])[C:8](=[O:23])[C:7]([CH3:25])([CH3:24])[NH:6]2. The yield is 0.780. (3) The reactants are [Br:1][C:2]1[CH:3]=[C:4]2[C:8](=[CH:9][CH:10]=1)[NH:7][N:6]=[C:5]2[CH:11]1[CH2:14][CH2:13][CH2:12]1.[H-].[Na+].[CH3:17]I. No catalyst specified. The product is [Br:1][C:2]1[CH:3]=[C:4]2[C:8](=[CH:9][CH:10]=1)[N:7]([CH3:17])[N:6]=[C:5]2[CH:11]1[CH2:14][CH2:13][CH2:12]1. The yield is 0.710. (4) The reactants are [C:1]([O:5][C:6](=[O:21])[CH2:7][O:8][C:9]1[C:14]2[CH2:15][CH2:16][CH2:17][CH2:18][CH:19]([NH2:20])[C:13]=2[CH:12]=[CH:11][CH:10]=1)([CH3:4])([CH3:3])[CH3:2].[Br:22][C:23]1[CH:24]=[C:25]([S:33](Cl)(=[O:35])=[O:34])[CH:26]=[C:27]([C:29]([F:32])([F:31])[F:30])[CH:28]=1.C(N(C(C)C)CC)(C)C. No catalyst specified. The product is [C:1]([O:5][C:6](=[O:21])[CH2:7][O:8][C:9]1[C:14]2[CH2:15][CH2:16][CH2:17][CH2:18][CH:19]([NH:20][S:33]([C:25]3[CH:26]=[C:27]([C:29]([F:30])([F:31])[F:32])[CH:28]=[C:23]([Br:22])[CH:24]=3)(=[O:35])=[O:34])[C:13]=2[CH:12]=[CH:11][CH:10]=1)([CH3:4])([CH3:2])[CH3:3]. The yield is 0.380. (5) The catalyst is O1CCCC1.O. The yield is 0.760. The reactants are [OH-].[Li+].[CH3:3][S:4]([N:7]1[CH2:12][CH2:11][N:10]([C@@H:13]([CH2:18][NH:19][C:20](=[O:29])[C:21]2[CH:26]=[CH:25][C:24]([O:27][CH3:28])=[CH:23][CH:22]=2)[C:14]([O:16]C)=[O:15])[CH2:9][CH2:8]1)(=[O:6])=[O:5]. The product is [CH3:3][S:4]([N:7]1[CH2:8][CH2:9][N:10]([C@@H:13]([CH2:18][NH:19][C:20](=[O:29])[C:21]2[CH:22]=[CH:23][C:24]([O:27][CH3:28])=[CH:25][CH:26]=2)[C:14]([OH:16])=[O:15])[CH2:11][CH2:12]1)(=[O:5])=[O:6]. (6) The reactants are [Cl-].O[NH3+:3].[C:4](=[O:7])([O-])[OH:5].[Na+].CS(C)=O.[CH2:13]([C:17]1[N:18]=[C:19]([CH3:47])[N:20]([C:40]2[CH:45]=[CH:44][CH:43]=[C:42]([CH3:46])[CH:41]=2)[C:21](=[O:39])[C:22]=1[CH2:23][C:24]1[CH:29]=[CH:28][C:27]([C:30]2[C:31]([C:36]#[N:37])=[CH:32][CH:33]=[CH:34][CH:35]=2)=[CH:26][C:25]=1[F:38])[CH2:14][CH2:15][CH3:16]. The catalyst is O.C(OCC)(=O)C. The product is [CH2:13]([C:17]1[N:18]=[C:19]([CH3:47])[N:20]([C:40]2[CH:45]=[CH:44][CH:43]=[C:42]([CH3:46])[CH:41]=2)[C:21](=[O:39])[C:22]=1[CH2:23][C:24]1[CH:29]=[CH:28][C:27]([C:30]2[CH:35]=[CH:34][CH:33]=[CH:32][C:31]=2[C:36]2[NH:3][C:4](=[O:7])[O:5][N:37]=2)=[CH:26][C:25]=1[F:38])[CH2:14][CH2:15][CH3:16]. The yield is 0.680. (7) The reactants are Br[C:2]1[CH:8]=[CH:7][C:5]([NH2:6])=[CH:4][C:3]=1[CH3:9].[CH3:10][C:11]1([CH3:18])[C:15]([CH3:17])([CH3:16])[O:14][BH:13][O:12]1. The catalyst is Cl[Pd](Cl)([P](C1C=CC=CC=1)(C1C=CC=CC=1)C1C=CC=CC=1)[P](C1C=CC=CC=1)(C1C=CC=CC=1)C1C=CC=CC=1. The product is [CH3:9][C:3]1[CH:4]=[C:5]([NH2:6])[CH:7]=[CH:8][C:2]=1[B:13]1[O:14][C:15]([CH3:17])([CH3:16])[C:11]([CH3:18])([CH3:10])[O:12]1. The yield is 0.460.